Task: Predict the reaction yield, written as a fraction of the theoretical maximum amount of product (1.0 means a 100% yield; for example, 0.34 means a 34% yield).. Dataset: Buchwald-Hartwig C-N cross coupling reaction yields with 55,370 reactions (1) The reactants are Brc1cccnc1.Cc1ccc(N)cc1.O=S(=O)(O[Pd]1c2ccccc2-c2ccccc2N~1)C(F)(F)F.CC(C)c1cc(C(C)C)c(-c2ccccc2P(C2CCCCC2)C2CCCCC2)c(C(C)C)c1.CN(C)C(=NC(C)(C)C)N(C)C.CCOC(=O)c1cnoc1C. No catalyst specified. The product is Cc1ccc(Nc2cccnc2)cc1. The yield is 0.00929. (2) The reactants are FC(F)(F)c1ccc(Br)cc1.Cc1ccc(N)cc1.O=S(=O)(O[Pd]1c2ccccc2-c2ccccc2N~1)C(F)(F)F.CC(C)c1cc(C(C)C)c(-c2ccccc2P(C2CCCCC2)C2CCCCC2)c(C(C)C)c1.CCN=P(N=P(N(C)C)(N(C)C)N(C)C)(N(C)C)N(C)C.CCOC(=O)c1cnoc1. No catalyst specified. The product is Cc1ccc(Nc2ccc(C(F)(F)F)cc2)cc1. The yield is 0. (3) The reactants are Brc1ccccn1.Cc1ccc(N)cc1.O=S(=O)(O[Pd]1c2ccccc2-c2ccccc2N~1)C(F)(F)F.CC(C)c1cc(C(C)C)c(-c2ccccc2P(C(C)(C)C)C(C)(C)C)c(C(C)C)c1.CN1CCCN2CCCN=C12.Cc1cc(-n2cccc2)no1. No catalyst specified. The product is Cc1ccc(Nc2ccccn2)cc1. The yield is 0.828.